Predict which catalyst facilitates the given reaction. From a dataset of Catalyst prediction with 721,799 reactions and 888 catalyst types from USPTO. (1) Reactant: [NH2:1][C:2]1[CH:7]=[N:6][C:5]([C:8]([F:11])([F:10])[F:9])=[CH:4][N:3]=1.Br[CH2:13][C:14](=O)[C:15]([O:17][CH2:18][CH3:19])=[O:16].O. Product: [CH2:18]([O:17][C:15]([C:14]1[N:1]=[C:2]2[CH:7]=[N:6][C:5]([C:8]([F:11])([F:9])[F:10])=[CH:4][N:3]2[CH:13]=1)=[O:16])[CH3:19]. The catalyst class is: 57. (2) Reactant: [C:1]([O:5][C:6]([CH2:8][CH2:9][C:10]1[C:18]([CH3:19])=[CH:17][C:13]([C:14](O)=[O:15])=[CH:12][C:11]=1[CH3:20])=[O:7])([CH3:4])([CH3:3])[CH3:2].C1C=CC2N(O)N=[N:27]C=2C=1.CCN=C=NCCCN(C)C.Cl.N. Product: [C:1]([O:5][C:6](=[O:7])[CH2:8][CH2:9][C:10]1[C:18]([CH3:19])=[CH:17][C:13]([C:14](=[O:15])[NH2:27])=[CH:12][C:11]=1[CH3:20])([CH3:4])([CH3:3])[CH3:2]. The catalyst class is: 32. (3) Reactant: I[C:2]1[N:3]=[C:4]2[CH2:9][N:8]([C:10]([O:12][CH2:13][C:14]3[CH:19]=[CH:18][CH:17]=[CH:16][CH:15]=3)=[O:11])[CH2:7][CH2:6][N:5]2[C:20]=1[CH3:21].C([Mg]Br)C.[C:26]([OH:29])(=[O:28])C. Product: [CH2:13]([O:12][C:10]([N:8]1[CH2:7][CH2:6][N:5]2[C:20]([CH3:21])=[C:2]([C:26]([OH:29])=[O:28])[N:3]=[C:4]2[CH2:9]1)=[O:11])[C:14]1[CH:19]=[CH:18][CH:17]=[CH:16][CH:15]=1. The catalyst class is: 1. (4) Reactant: CCN=C=[N:5][CH2:6][CH2:7][CH2:8][N:9]([CH3:11])C.C([N:14]([CH:18](C)C)C(C)C)C.[CH2:21]=[C:22]1[CH2:25][CH:24]([C:26]([OH:28])=O)[CH2:23]1.C(Cl)[Cl:30]. Product: [Cl:30][C:8]1[C:7]([CH2:6][NH:5][C:26]([CH:24]2[CH2:23][C:22](=[CH2:21])[CH2:25]2)=[O:28])=[N:14][CH:18]=[CH:11][N:9]=1. The catalyst class is: 142.